From a dataset of Forward reaction prediction with 1.9M reactions from USPTO patents (1976-2016). Predict the product of the given reaction. (1) Given the reactants [F:1][C:2]1[CH:7]=[CH:6][C:5]([C:8]2[NH:12][C:11]([CH2:13][OH:14])=[N:10][C:9]=2[C:15]2[CH:20]=[CH:19][C:18](SC)=[CH:17][CH:16]=2)=[CH:4][CH:3]=1.O[O:24][S:25]([O-:27])=O.[K+].CO.O1CCC[CH2:32]1, predict the reaction product. The product is: [F:1][C:2]1[CH:3]=[CH:4][C:5]([C:8]2[N:12]=[C:11]([CH2:13][OH:14])[NH:10][C:9]=2[C:15]2[CH:20]=[CH:19][C:18]([S:25]([CH3:32])(=[O:27])=[O:24])=[CH:17][CH:16]=2)=[CH:6][CH:7]=1. (2) Given the reactants C(OC(=O)[NH:7][CH:8]1[CH2:10][C:9]1([F:18])[C:11]1[CH:16]=[CH:15][CH:14]=[CH:13][C:12]=1[F:17])(C)(C)C.[F:20][C:21]([F:26])([F:25])[C:22]([OH:24])=[O:23].FC1C=C(F)C=CC=1C1CC1N, predict the reaction product. The product is: [F:20][C:21]([F:26])([F:25])[C:22]([OH:24])=[O:23].[F:18][C:9]1([C:11]2[CH:16]=[CH:15][CH:14]=[CH:13][C:12]=2[F:17])[CH2:10][CH:8]1[NH2:7]. (3) Given the reactants [NH:1]1[CH2:4][CH:3]([N:5]2[CH2:10][CH2:9][N:8]([C:11]([C:13]3[S:14][CH:15]=[CH:16][N:17]=3)=[O:12])[CH2:7][CH2:6]2)[CH2:2]1.[CH2:18]([C:25]1[C:33]2[C:28](=[CH:29][C:30]([C:34](O)=[O:35])=[CH:31][CH:32]=2)[N:27]([CH3:37])[CH:26]=1)[C:19]1[CH:24]=[CH:23][CH:22]=[CH:21][CH:20]=1.CCN(CC)CC.CN(C(ON1N=NC2C=CC=NC1=2)=[N+](C)C)C.F[P-](F)(F)(F)(F)F, predict the reaction product. The product is: [CH2:18]([C:25]1[C:33]2[C:28](=[CH:29][C:30]([C:34]([N:1]3[CH2:2][CH:3]([N:5]4[CH2:6][CH2:7][N:8]([C:11]([C:13]5[S:14][CH:15]=[CH:16][N:17]=5)=[O:12])[CH2:9][CH2:10]4)[CH2:4]3)=[O:35])=[CH:31][CH:32]=2)[N:27]([CH3:37])[CH:26]=1)[C:19]1[CH:20]=[CH:21][CH:22]=[CH:23][CH:24]=1. (4) Given the reactants [Cl:1][C:2]1[CH:7]=[CH:6][C:5]([S:8](Cl)(=[O:10])=[O:9])=[CH:4][N:3]=1.[CH2:12]([N:14](CC)[CH2:15]C)C.CNC, predict the reaction product. The product is: [Cl:1][C:2]1[CH:7]=[CH:6][C:5]([S:8]([N:14]([CH3:15])[CH3:12])(=[O:10])=[O:9])=[CH:4][N:3]=1. (5) The product is: [CH3:19][O:20][C:21]1[CH:22]=[C:23]([O:27][C:28]2[CH:29]=[CH:30][C:31]([CH2:32][NH:33][C:11](=[O:13])[C:10]3[CH:14]=[CH:15][C:16]([F:18])=[N:17][C:9]=3[NH2:8])=[CH:34][CH:35]=2)[CH:24]=[CH:25][CH:26]=1. Given the reactants C(N(CC)CC)C.[NH2:8][C:9]1[N:17]=[C:16]([F:18])[CH:15]=[CH:14][C:10]=1[C:11]([OH:13])=O.[CH3:19][O:20][C:21]1[CH:22]=[C:23]([O:27][C:28]2[CH:35]=[CH:34][C:31]([CH2:32][NH2:33])=[CH:30][CH:29]=2)[CH:24]=[CH:25][CH:26]=1.CN([P+](ON1N=NC2C=CC=CC1=2)(N(C)C)N(C)C)C.F[P-](F)(F)(F)(F)F, predict the reaction product. (6) Given the reactants [CH2:1]([O:3][C:4]([C:6]1[C:7]2[C:15]([CH:16]=[CH2:17])=[N:14][N:13]([CH:18]3[CH2:23][CH2:22][CH2:21][CH2:20][O:19]3)[C:8]=2[N:9]=[C:10]([Cl:12])[CH:11]=1)=[O:5])[CH3:2].I[C:25]1[CH:30]=[CH:29][CH:28]=[CH:27][CH:26]=1, predict the reaction product. The product is: [CH2:1]([O:3][C:4]([C:6]1[C:7]2[C:15](/[CH:16]=[CH:17]/[C:25]3[CH:30]=[CH:29][CH:28]=[CH:27][CH:26]=3)=[N:14][N:13]([CH:18]3[CH2:23][CH2:22][CH2:21][CH2:20][O:19]3)[C:8]=2[N:9]=[C:10]([Cl:12])[CH:11]=1)=[O:5])[CH3:2]. (7) Given the reactants [CH3:1][C:2]1[CH:10]=[CH:9][CH:8]=[C:7]2[C:3]=1[CH2:4][C:5](=[O:11])[NH:6]2.[Br:12]N1C(=O)CCC1=O.C(OCC)(=O)C.CCCCCC, predict the reaction product. The product is: [Br:12][C:10]1[C:2]([CH3:1])=[C:3]2[C:7](=[CH:8][CH:9]=1)[NH:6][C:5](=[O:11])[CH2:4]2. (8) Given the reactants [CH:1]1([S:4]([C:7]2[CH:12]=[CH:11][C:10]([CH3:13])=[CH:9][CH:8]=2)(=[O:6])=[O:5])[CH2:3][CH2:2]1.Br[N:15]1C(=O)CCC1=O.C(OOC(=O)C1C=CC=CC=1)(=O)C1C=CC=CC=1, predict the reaction product. The product is: [CH:1]1([S:4]([C:7]2[CH:12]=[CH:11][C:10]([CH2:13][NH2:15])=[CH:9][CH:8]=2)(=[O:5])=[O:6])[CH2:3][CH2:2]1. (9) Given the reactants [CH2:1]([N:5]1[CH:9]=[C:8]([C:10]2[O:14][N:13]=[C:12]([C:15]3[CH:20]=[CH:19][C:18]([O:21]C(C)C)=[C:17]([I:25])[CH:16]=3)[N:11]=2)[CH:7]=[N:6]1)[CH2:2][CH2:3][CH3:4].ClC1C=C(C2ON=C(C3C=CC(OC(C)C)=C(I)C=3)N=2)C=CC=1OCCC, predict the reaction product. The product is: [CH2:1]([N:5]1[CH:9]=[C:8]([C:10]2[O:14][N:13]=[C:12]([C:15]3[CH:20]=[CH:19][C:18]([OH:21])=[C:17]([I:25])[CH:16]=3)[N:11]=2)[CH:7]=[N:6]1)[CH2:2][CH2:3][CH3:4].